From a dataset of Full USPTO retrosynthesis dataset with 1.9M reactions from patents (1976-2016). Predict the reactants needed to synthesize the given product. (1) Given the product [C:31]([O:35][C:36]([NH:38][CH2:39][CH2:40][CH2:41][N:2]([C@H:3]1[CH2:4][CH2:5][C@H:6]([C:9]([NH:11][C:12]2[C:16]3[CH:17]=[CH:18][CH:19]=[CH:20][C:15]=3[O:14][C:13]=2[C:21]([NH:23][C:24]2[CH:29]=[CH:28][C:27]([Cl:30])=[CH:26][N:25]=2)=[O:22])=[O:10])[CH2:7][CH2:8]1)[CH3:1])=[O:37])([CH3:32])([CH3:33])[CH3:34], predict the reactants needed to synthesize it. The reactants are: [CH3:1][NH:2][C@H:3]1[CH2:8][CH2:7][C@H:6]([C:9]([NH:11][C:12]2[C:16]3[CH:17]=[CH:18][CH:19]=[CH:20][C:15]=3[O:14][C:13]=2[C:21]([NH:23][C:24]2[CH:29]=[CH:28][C:27]([Cl:30])=[CH:26][N:25]=2)=[O:22])=[O:10])[CH2:5][CH2:4]1.[C:31]([O:35][C:36]([NH:38][CH2:39][CH2:40][CH:41]=O)=[O:37])([CH3:34])([CH3:33])[CH3:32].C(O[BH-](OC(=O)C)OC(=O)C)(=O)C.[Na+].C(=O)([O-])O.[Na+]. (2) Given the product [Br:1][CH:2]1[CH2:6][CH2:7][N:9]([C:10]2[CH:22]=[CH:21][C:13]([O:14][CH2:15][C@H:16]([OH:20])[CH2:17][S:18][CH3:19])=[C:12]([O:23][CH3:24])[CH:11]=2)[C:3]1=[O:4], predict the reactants needed to synthesize it. The reactants are: [Br:1][CH:2]([CH2:6][CH2:7]Br)[C:3](Cl)=[O:4].[NH2:9][C:10]1[CH:22]=[CH:21][C:13]([O:14][CH2:15][C@H:16]([OH:20])[CH2:17][S:18][CH3:19])=[C:12]([O:23][CH3:24])[CH:11]=1.CCN(CC)CC.[OH-].[K+]. (3) Given the product [CH:1]1([C:4]2[N:9]=[C:8]([C:10](=[NH:11])[O:12][CH2:13][CH3:14])[CH:7]=[CH:6][N:5]=2)[CH2:3][CH2:2]1, predict the reactants needed to synthesize it. The reactants are: [CH:1]1([C:4]2[N:9]=[C:8]([C:10]#[N:11])[CH:7]=[CH:6][N:5]=2)[CH2:3][CH2:2]1.[O-:12][CH2:13][CH3:14].[Na+].C(OCC)C.[Cl-].[NH4+]. (4) Given the product [Cl:1][C:11]1[C:10]([Cl:9])=[CH:15][C:14]([NH:16][C@@H:17]2[CH2:22][CH2:21][CH2:20][CH2:19][C@H:18]2[NH:23][C:24](=[O:30])[O:25][C:26]([CH3:27])([CH3:28])[CH3:29])=[C:13]([C:31]#[N:32])[CH:12]=1, predict the reactants needed to synthesize it. The reactants are: [Cl:1]N1C(=O)CCC1=O.[Cl:9][C:10]1[CH:11]=[CH:12][C:13]([C:31]#[N:32])=[C:14]([NH:16][C@@H:17]2[CH2:22][CH2:21][CH2:20][CH2:19][C@H:18]2[NH:23][C:24](=[O:30])[O:25][C:26]([CH3:29])([CH3:28])[CH3:27])[CH:15]=1. (5) Given the product [CH3:22][O:1][CH2:2][C@H:3]([NH:8][C:9](=[O:18])[C:10]1[CH:15]=[CH:14][C:13]([CH3:16])=[C:12]([CH3:17])[CH:11]=1)[CH2:4][CH:5]([CH3:7])[CH3:6], predict the reactants needed to synthesize it. The reactants are: [OH:1][CH2:2][C@H:3]([NH:8][C:9](=[O:18])[C:10]1[CH:15]=[CH:14][C:13]([CH3:16])=[C:12]([CH3:17])[CH:11]=1)[CH2:4][CH:5]([CH3:7])[CH3:6].[OH-].[Na+].I[CH3:22].